From a dataset of Forward reaction prediction with 1.9M reactions from USPTO patents (1976-2016). Predict the product of the given reaction. Given the reactants [NH2:1][C:2]1[CH:7]=[CH:6][CH:5]=[CH:4][C:3]=1[CH2:8][N:9]1[C@H:14]([CH:15]([CH2:18][CH3:19])[CH2:16][CH3:17])[C:13](=[O:20])[NH:12][C@H:11]([CH:21]2[CH2:29][C:28]3[C:23](=[CH:24][CH:25]=[CH:26][CH:27]=3)[CH2:22]2)[C:10]1=[O:30].N1C=CC=CC=1.[C:37](Cl)(=[O:39])[CH3:38], predict the reaction product. The product is: [CH2:22]1[C:23]2[C:28](=[CH:27][CH:26]=[CH:25][CH:24]=2)[CH2:29][CH:21]1[C@H:11]1[NH:12][C:13](=[O:20])[C@@H:14]([CH:15]([CH2:16][CH3:17])[CH2:18][CH3:19])[N:9]([CH2:8][C:3]2[CH:4]=[CH:5][CH:6]=[CH:7][C:2]=2[NH:1][C:37](=[O:39])[CH3:38])[C:10]1=[O:30].